Task: Predict the reactants needed to synthesize the given product.. Dataset: Full USPTO retrosynthesis dataset with 1.9M reactions from patents (1976-2016) (1) Given the product [OH:1][C:2]1[CH:11]=[C:10]2[C:5]([CH:6]([CH3:13])[CH2:7][C:8](=[O:12])[O:9]2)=[CH:4][CH:3]=1, predict the reactants needed to synthesize it. The reactants are: [OH:1][C:2]1[CH:11]=[C:10]2[C:5]([C:6]([CH3:13])=[CH:7][C:8](=[O:12])[O:9]2)=[CH:4][CH:3]=1. (2) Given the product [C:22]([C:14]1[CH:15]=[C:16]([C:18]([CH3:21])([CH3:20])[CH3:19])[CH:17]=[C:12]([C:9]2[CH:8]=[CH:7][C:6]3[C:11](=[C:2]([NH:30][C:29]4[C:31]([CH3:35])=[CH:32][CH:33]=[CH:34][C:28]=4[CH3:27])[CH:3]=[CH:4][CH:5]=3)[N:10]=2)[C:13]=1[OH:26])([CH3:25])([CH3:24])[CH3:23], predict the reactants needed to synthesize it. The reactants are: Br[C:2]1[CH:3]=[CH:4][CH:5]=[C:6]2[C:11]=1[N:10]=[C:9]([C:12]1[CH:17]=[C:16]([C:18]([CH3:21])([CH3:20])[CH3:19])[CH:15]=[C:14]([C:22]([CH3:25])([CH3:24])[CH3:23])[C:13]=1[OH:26])[CH:8]=[CH:7]2.[CH3:27][C:28]1[CH:34]=[CH:33][CH:32]=[C:31]([CH3:35])[C:29]=1[NH2:30].C1(P(C2CCCCC2)C2C=CC=CC=2C2C=CC=CC=2N(C)C)CCCCC1.CC([O-])(C)C.[Na+]. (3) Given the product [N:1]1([C:7]2[N:8]=[C:9]([CH2:14][C:15]([NH:19][C:20]3[CH:28]=[CH:27][CH:26]=[C:25]4[C:21]=3[CH:22]=[CH:23][N:24]4[C:29]([O:31][C:32]([CH3:35])([CH3:34])[CH3:33])=[O:30])=[O:17])[NH:10][C:11](=[O:13])[CH:12]=2)[CH2:2][CH2:3][O:4][CH2:5][CH2:6]1, predict the reactants needed to synthesize it. The reactants are: [N:1]1([C:7]2[N:8]=[C:9]([CH2:14][C:15]([O-:17])=O)[NH:10][C:11](=[O:13])[CH:12]=2)[CH2:6][CH2:5][O:4][CH2:3][CH2:2]1.[Na+].[NH2:19][C:20]1[CH:28]=[CH:27][CH:26]=[C:25]2[C:21]=1[CH:22]=[CH:23][N:24]2[C:29]([O:31][C:32]([CH3:35])([CH3:34])[CH3:33])=[O:30]. (4) Given the product [NH2:22][C@H:17]([CH2:18][CH:19]([CH3:21])[CH3:20])[C:16]([NH:15][C:3]1[CH:4]=[CH:5][C:6]([C:10]2[O:14][CH:13]=[N:12][CH:11]=2)=[C:7]([O:8][CH3:9])[C:2]=1[Cl:1])=[O:30], predict the reactants needed to synthesize it. The reactants are: [Cl:1][C:2]1[C:7]([O:8][CH3:9])=[C:6]([C:10]2[O:14][CH:13]=[N:12][CH:11]=2)[CH:5]=[CH:4][C:3]=1[NH:15][C:16](=[O:30])[C@H:17]([NH:22]C(=O)OC(C)(C)C)[CH2:18][CH:19]([CH3:21])[CH3:20].C(O)(C(F)(F)F)=O. (5) The reactants are: [C:1]([Si:5]([C:18]([CH3:21])([CH3:20])[CH3:19])(O)[CH2:6][C:7]([O:9][CH2:10][C:11]1[CH:16]=[CH:15][CH:14]=[CH:13][CH:12]=1)=[O:8])([CH3:4])([CH3:3])[CH3:2].COC1C=C(O)C(=CC=1)C=O.B(F)(F)[F:34].CCOCC.O. Given the product [C:1]([Si:5]([C:18]([CH3:21])([CH3:20])[CH3:19])([F:34])[CH2:6][C:7]([O:9][CH2:10][C:11]1[CH:16]=[CH:15][CH:14]=[CH:13][CH:12]=1)=[O:8])([CH3:4])([CH3:3])[CH3:2], predict the reactants needed to synthesize it.